Dataset: Retrosynthesis with 50K atom-mapped reactions and 10 reaction types from USPTO. Task: Predict the reactants needed to synthesize the given product. (1) Given the product CSc1ccc(CN2CCCC(Nc3ccc4c(cnn4C(=O)C(C)(C)C)c3)C2)cc1, predict the reactants needed to synthesize it. The reactants are: CC(C)(C)C(=O)n1ncc2cc(NC3CCCNC3)ccc21.CSc1ccc(C=O)cc1. (2) Given the product Cc1ccc(S(=O)(=O)OCC2Cc3cccc(-c4ccc(F)c(Cl)c4)c3O2)cc1, predict the reactants needed to synthesize it. The reactants are: Cc1ccc(S(=O)(=O)OCC2Cc3cccc(OS(=O)(=O)C(F)(F)F)c3O2)cc1.OB(O)c1ccc(F)c(Cl)c1. (3) Given the product O=C(Nc1cccc(COc2ccc([C@H](CC(=O)N3C(=O)OC[C@@H]3Cc3ccccc3)c3ccon3)cc2)c1)c1ccc(C(F)(F)F)cc1, predict the reactants needed to synthesize it. The reactants are: Nc1cccc(COc2ccc([C@H](CC(=O)N3C(=O)OC[C@@H]3Cc3ccccc3)c3ccon3)cc2)c1.O=C(Cl)c1ccc(C(F)(F)F)cc1. (4) Given the product CC(C)(C)c1ccccc1SC1CNC1, predict the reactants needed to synthesize it. The reactants are: CC(C)(C)OC(=O)N1CC(Sc2ccccc2C(C)(C)C)C1.